From a dataset of Reaction yield outcomes from USPTO patents with 853,638 reactions. Predict the reaction yield, written as a fraction of the theoretical maximum amount of product (1.0 means a 100% yield; for example, 0.34 means a 34% yield). (1) The reactants are [N:1]1([CH:7]2[CH2:12][CH2:11][CH:10]([N:13]3[C:18](=[O:19])[C:17]([CH2:20][C:21]4[CH:26]=[CH:25][C:24]([C:27]5[C:28]([C:33]#[N:34])=[CH:29][CH:30]=[CH:31][CH:32]=5)=[CH:23][CH:22]=4)=[C:16]([CH2:35][CH2:36][CH3:37])[N:15]4[N:38]=[CH:39][N:40]=[C:14]34)[CH2:9][CH2:8]2)[CH2:6][CH2:5][O:4][CH2:3][CH2:2]1.C([Sn](=O)CCCC)CCC.[N:51]([Si](C)(C)C)=[N+:52]=[N-:53].C1(C)C=CC=CC=1. The catalyst is C(OCC)(=O)C. The product is [N:1]1([CH:7]2[CH2:12][CH2:11][CH:10]([N:13]3[C:18](=[O:19])[C:17]([CH2:20][C:21]4[CH:26]=[CH:25][C:24]([C:27]5[CH:32]=[CH:31][CH:30]=[CH:29][C:28]=5[C:33]5[NH:53][N:52]=[N:51][N:34]=5)=[CH:23][CH:22]=4)=[C:16]([CH2:35][CH2:36][CH3:37])[N:15]4[N:38]=[CH:39][N:40]=[C:14]34)[CH2:9][CH2:8]2)[CH2:6][CH2:5][O:4][CH2:3][CH2:2]1. The yield is 0.230. (2) The reactants are [Cl:1][C:2]1[C:7]2[S:8][CH:9]=[CH:10][C:6]=2[CH:5]=[CH:4][CH:3]=1.[B:11](OC(C)C)([O:16]C(C)C)[O:12]C(C)C.[Cl-].[NH4+]. The catalyst is C1COCC1. The product is [Cl:1][C:2]1[C:7]2[S:8][C:9]([B:11]([OH:16])[OH:12])=[CH:10][C:6]=2[CH:5]=[CH:4][CH:3]=1. The yield is 0.960.